From a dataset of Full USPTO retrosynthesis dataset with 1.9M reactions from patents (1976-2016). Predict the reactants needed to synthesize the given product. (1) Given the product [CH:51]1([CH2:55][O:54][NH:41][C:9](=[O:31])[C:10]2[C:19]([NH:20][C:21]3[CH:26]=[CH:25][C:24]([I:27])=[CH:23][C:22]=3[CH3:28])=[C:18]([F:29])[C:17]([F:30])=[C:12]([C:13]([NH:15][CH3:16])=[O:14])[CH:11]=2)[CH2:52][CH2:53]1, predict the reactants needed to synthesize it. The reactants are: FC1C(O[C:9](=[O:31])[C:10]2[C:19]([NH:20][C:21]3[CH:26]=[CH:25][C:24]([I:27])=[CH:23][C:22]=3[CH3:28])=[C:18]([F:29])[C:17]([F:30])=[C:12]([C:13]([NH:15][CH3:16])=[O:14])[CH:11]=2)=C(F)C(F)=C(F)C=1F.Cl.C1(C[NH2:41])CC1.C(N(CC)C(C)C)(C)C.[CH2:51]1[CH2:55][O:54][CH2:53][CH2:52]1. (2) Given the product [CH:15]([C@H:28]1[N:33]2[CH2:34][C@H:35]([O:37][Si:38]([C:41]([CH3:44])([CH3:43])[CH3:42])([CH3:40])[CH3:39])[CH2:36][C@H:32]2[CH2:31][N:30]([CH2:49][C:48]2[CH:51]=[C:52]([N:55]3[C:59]([C:60]([F:63])([F:62])[F:61])=[N:58][N:57]=[N:56]3)[CH:53]=[CH:54][C:47]=2[O:46][CH3:45])[CH2:29]1)([C:22]1[CH:23]=[CH:24][CH:25]=[CH:26][CH:27]=1)[C:16]1[CH:21]=[CH:20][CH:19]=[CH:18][CH:17]=1, predict the reactants needed to synthesize it. The reactants are: C(O[BH-](OC(=O)C)OC(=O)C)(=O)C.[Na+].[CH:15]([CH:28]1[N:33]2[CH2:34][C@H:35]([O:37][Si:38]([C:41]([CH3:44])([CH3:43])[CH3:42])([CH3:40])[CH3:39])[CH2:36][C@H:32]2[CH2:31][NH:30][CH2:29]1)([C:22]1[CH:27]=[CH:26][CH:25]=[CH:24][CH:23]=1)[C:16]1[CH:21]=[CH:20][CH:19]=[CH:18][CH:17]=1.[CH3:45][O:46][C:47]1[CH:54]=[CH:53][C:52]([N:55]2[C:59]([C:60]([F:63])([F:62])[F:61])=[N:58][N:57]=[N:56]2)=[CH:51][C:48]=1[CH:49]=O.